Dataset: Full USPTO retrosynthesis dataset with 1.9M reactions from patents (1976-2016). Task: Predict the reactants needed to synthesize the given product. (1) The reactants are: [C:1]([O:9]CC)(=O)[CH2:2][C:3]([O:5][CH2:6][CH3:7])=[O:4].[H-].[Na+].[H][H].[F:16][C:17]1[CH:36]=[CH:35][C:20]([CH2:21][N:22]2[C:27]3[CH:28]=[CH:29][C:30]([CH3:32])=[CH:31][C:26]=3[C:25](=O)[O:24]C2=O)=[CH:19][CH:18]=1.Cl. Given the product [CH2:6]([O:5][C:3]([C:2]1[C:1](=[O:9])[N:22]([CH2:21][C:20]2[CH:35]=[CH:36][C:17]([F:16])=[CH:18][CH:19]=2)[C:27]2[C:26]([C:25]=1[OH:24])=[CH:31][C:30]([CH3:32])=[CH:29][CH:28]=2)=[O:4])[CH3:7], predict the reactants needed to synthesize it. (2) Given the product [F:7][C:8]1[CH:9]=[CH:10][C:11]2[O:16][CH2:15][CH2:14][N:13]([NH2:17])[C:12]=2[CH:19]=1, predict the reactants needed to synthesize it. The reactants are: [H-].[H-].[H-].[H-].[Li+].[Al+3].[F:7][C:8]1[CH:9]=[CH:10][C:11]2[O:16][CH2:15][CH2:14][N:13]([N:17]=O)[C:12]=2[CH:19]=1. (3) Given the product [Cl:3][C:4]1[CH:5]=[C:6]([C:11]2([C:12]#[N:13])[CH2:18][CH2:17][CH2:16][CH2:15]2)[CH:7]=[CH:8][C:9]=1[Cl:10], predict the reactants needed to synthesize it. The reactants are: [H-].[Na+].[Cl:3][C:4]1[CH:5]=[C:6]([CH2:11][C:12]#[N:13])[CH:7]=[CH:8][C:9]=1[Cl:10].Br[CH2:15][CH2:16][CH:17](Br)[CH3:18]. (4) Given the product [Cl:29][C:30]1[CH:31]=[CH:32][C:33]([C:36]([NH:1][C:2]2[CH:3]=[CH:4][C:5]([F:28])=[C:6]([C@:8]3([CH3:27])[CH2:13][N:12]4[C:14]([C:17]#[N:18])=[CH:15][N:16]=[C:11]4[C:10]([NH:19][C:20](=[O:26])[O:21][C:22]([CH3:24])([CH3:23])[CH3:25])=[N:9]3)[CH:7]=2)=[O:37])=[N:34][CH:35]=1, predict the reactants needed to synthesize it. The reactants are: [NH2:1][C:2]1[CH:3]=[CH:4][C:5]([F:28])=[C:6]([C@:8]2([CH3:27])[CH2:13][N:12]3[C:14]([C:17]#[N:18])=[CH:15][N:16]=[C:11]3[C:10]([NH:19][C:20](=[O:26])[O:21][C:22]([CH3:25])([CH3:24])[CH3:23])=[N:9]2)[CH:7]=1.[Cl:29][C:30]1[CH:31]=[CH:32][C:33]([C:36](O)=[O:37])=[N:34][CH:35]=1. (5) Given the product [ClH:1].[C:14]1([CH:13]([C:7]2[CH:8]=[CH:9][CH:10]=[CH:11][CH:12]=2)[N:20]2[CH2:4][C:3]([OH:6])([CH3:5])[CH2:2]2)[CH:15]=[CH:16][CH:17]=[CH:18][CH:19]=1, predict the reactants needed to synthesize it. The reactants are: [Cl:1][CH:2]1[O:6][C:3]1([CH3:5])[CH3:4].[C:7]1([CH:13]([NH2:20])[C:14]2[CH:19]=[CH:18][CH:17]=[CH:16][CH:15]=2)[CH:12]=[CH:11][CH:10]=[CH:9][CH:8]=1. (6) Given the product [Cl:1][C:2]1[CH:3]=[CH:4][C:5]([CH2:9][OH:10])=[C:6]([O:8][CH2:12][CH:14]2[CH2:16][CH2:15]2)[CH:7]=1, predict the reactants needed to synthesize it. The reactants are: [Cl:1][C:2]1[CH:3]=[CH:4][C:5]([CH2:9][OH:10])=[C:6]([OH:8])[CH:7]=1.Br[CH:12]([CH:14]1[CH2:16][CH2:15]1)O.C([O-])([O-])=O.[K+].[K+]. (7) Given the product [F:1][C:2]1[CH:3]=[C:4]([CH2:8][CH2:9][CH2:10][C:11]2[O:20][N:22]=[C:13]([C:14]([O:16][CH2:17][CH3:18])=[O:15])[CH:12]=2)[CH:5]=[CH:6][CH:7]=1, predict the reactants needed to synthesize it. The reactants are: [F:1][C:2]1[CH:3]=[C:4]([CH2:8][CH2:9][CH2:10][C:11](=[O:20])[CH2:12][C:13](=O)[C:14]([O:16][CH2:17][CH3:18])=[O:15])[CH:5]=[CH:6][CH:7]=1.Cl.[NH2:22]O. (8) Given the product [OH:1][C@H:2]1[C@H:7]([CH2:8][OH:9])[CH2:6][CH2:5][N:4]([C:10]([O:12][C:13]([CH3:16])([CH3:15])[CH3:14])=[O:11])[CH2:3]1, predict the reactants needed to synthesize it. The reactants are: [OH:1][C@H:2]1[C@H:7]([CH2:8][OH:9])[CH2:6][CH2:5][NH:4][CH2:3]1.[C:10](O[C:10]([O:12][C:13]([CH3:16])([CH3:15])[CH3:14])=[O:11])([O:12][C:13]([CH3:16])([CH3:15])[CH3:14])=[O:11]. (9) Given the product [CH3:1][O:2][N:3]=[C:4]1[CH2:8][CH:7]([CH2:9][OH:10])[N:6]([C:11]([C:13]2[CH:18]=[CH:17][C:16]([C:19]3[CH:24]=[CH:23][CH:22]=[CH:21][C:20]=3[CH3:25])=[CH:15][CH:14]=2)=[O:12])[CH2:5]1, predict the reactants needed to synthesize it. The reactants are: [CH3:1][O:2]/[N:3]=[C:4]1\[CH2:5][N:6]([C:11]([C:13]2[CH:18]=[CH:17][C:16]([C:19]3[CH:24]=[CH:23][CH:22]=[CH:21][C:20]=3[CH3:25])=[CH:15][CH:14]=2)=[O:12])[C@H:7]([CH2:9][OH:10])[CH2:8]\1.CO/N=C1/CN(C(C2C=CC(C3C=CC=CC=3C)=CC=2)=O)[C@H](CO)C/1.